Task: Regression. Given a peptide amino acid sequence and an MHC pseudo amino acid sequence, predict their binding affinity value. This is MHC class II binding data.. Dataset: Peptide-MHC class II binding affinity with 134,281 pairs from IEDB The peptide sequence is FGQNTSAIAAAEAQY. The MHC is HLA-DQA10102-DQB10502 with pseudo-sequence HLA-DQA10102-DQB10502. The binding affinity (normalized) is 0.449.